From a dataset of NCI-60 drug combinations with 297,098 pairs across 59 cell lines. Regression. Given two drug SMILES strings and cell line genomic features, predict the synergy score measuring deviation from expected non-interaction effect. (1) Drug 1: CC1=C(C(=CC=C1)Cl)NC(=O)C2=CN=C(S2)NC3=CC(=NC(=N3)C)N4CCN(CC4)CCO. Drug 2: B(C(CC(C)C)NC(=O)C(CC1=CC=CC=C1)NC(=O)C2=NC=CN=C2)(O)O. Cell line: TK-10. Synergy scores: CSS=48.9, Synergy_ZIP=-5.58, Synergy_Bliss=-0.824, Synergy_Loewe=-3.79, Synergy_HSA=0.781. (2) Drug 1: CN1C(=O)N2C=NC(=C2N=N1)C(=O)N. Drug 2: CN(CCCl)CCCl.Cl. Cell line: NCIH23. Synergy scores: CSS=40.9, Synergy_ZIP=-1.69, Synergy_Bliss=-3.58, Synergy_Loewe=-31.9, Synergy_HSA=-0.550. (3) Drug 1: CCCS(=O)(=O)NC1=C(C(=C(C=C1)F)C(=O)C2=CNC3=C2C=C(C=N3)C4=CC=C(C=C4)Cl)F. Drug 2: CN(CCCl)CCCl.Cl. Cell line: A549. Synergy scores: CSS=31.3, Synergy_ZIP=-5.64, Synergy_Bliss=0.685, Synergy_Loewe=-3.83, Synergy_HSA=-2.36. (4) Drug 1: CC1CCC2CC(C(=CC=CC=CC(CC(C(=O)C(C(C(=CC(C(=O)CC(OC(=O)C3CCCCN3C(=O)C(=O)C1(O2)O)C(C)CC4CCC(C(C4)OC)OP(=O)(C)C)C)C)O)OC)C)C)C)OC. Drug 2: CC(C)(C#N)C1=CC=C(C=C1)N2C3=C4C=C(C=CC4=NC=C3N(C2=O)C)C5=CC6=CC=CC=C6N=C5. Cell line: NCIH23. Synergy scores: CSS=69.3, Synergy_ZIP=11.9, Synergy_Bliss=11.7, Synergy_Loewe=17.6, Synergy_HSA=19.1. (5) Drug 1: COC1=C(C=C2C(=C1)N=CN=C2NC3=CC(=C(C=C3)F)Cl)OCCCN4CCOCC4. Synergy scores: CSS=26.7, Synergy_ZIP=-2.64, Synergy_Bliss=1.23, Synergy_Loewe=-6.78, Synergy_HSA=0.865. Drug 2: C1=NC2=C(N=C(N=C2N1C3C(C(C(O3)CO)O)O)F)N. Cell line: A549. (6) Drug 1: C1CCC(C1)C(CC#N)N2C=C(C=N2)C3=C4C=CNC4=NC=N3. Drug 2: C1CN(CCN1C(=O)CCBr)C(=O)CCBr. Cell line: MDA-MB-435. Synergy scores: CSS=-11.7, Synergy_ZIP=6.64, Synergy_Bliss=0.0689, Synergy_Loewe=-6.21, Synergy_HSA=-7.06.